The task is: Predict the reaction yield, written as a fraction of the theoretical maximum amount of product (1.0 means a 100% yield; for example, 0.34 means a 34% yield).. This data is from Reaction yield outcomes from USPTO patents with 853,638 reactions. (1) The catalyst is ClC(Cl)C.C(OCC)(=O)C. The yield is 0.950. The reactants are [CH3:1][C:2]1([CH3:9])[CH2:7][CH2:6][C:5](=O)[CH2:4][CH2:3]1.[C:10]([O:14][C:15]([N:17]1[CH2:22][CH2:21][NH:20][CH2:19][CH2:18]1)=[O:16])([CH3:13])([CH3:12])[CH3:11].C(O)(=O)C.C(O[BH-](OC(=O)C)OC(=O)C)(=O)C.[Na+]. The product is [CH3:1][C:2]1([CH3:9])[CH2:7][CH2:6][CH:5]([N:20]2[CH2:19][CH2:18][N:17]([C:15]([O:14][C:10]([CH3:13])([CH3:12])[CH3:11])=[O:16])[CH2:22][CH2:21]2)[CH2:4][CH2:3]1. (2) The yield is 0.800. The catalyst is CC(CC)=O. The reactants are [Br:1][C:2]1[C:7]([OH:8])=[CH:6][CH:5]=[CH:4][N:3]=1.C(=O)([O-])[O-].[K+].[K+].Br[CH2:16][C@@H:17]([CH3:20])[CH2:18][OH:19]. The product is [Br:1][C:2]1[C:7]([O:8][CH2:16][C@@H:17]([CH3:20])[CH2:18][OH:19])=[CH:6][CH:5]=[CH:4][N:3]=1. (3) The reactants are Br[C:2]1[C:3]2[N:4]([CH:12]=[CH:13][N:14]=2)[CH:5]=[C:6]([C:8]([O:10][CH3:11])=[O:9])[N:7]=1.F[B-](F)(F)[C:17]1[CH:22]=[CH:21][CH:20]=[C:19]([C:23]#[C:24][C@:25]2([OH:32])[CH2:29][CH2:28][N:27]([CH3:30])[C:26]2=[O:31])[CH:18]=1.[K+]. No catalyst specified. The product is [OH:32][C@@:25]1([C:24]#[C:23][C:19]2[CH:18]=[C:17]([C:2]3[C:3]4[N:4]([CH:12]=[CH:13][N:14]=4)[CH:5]=[C:6]([C:8]([O:10][CH3:11])=[O:9])[N:7]=3)[CH:22]=[CH:21][CH:20]=2)[CH2:29][CH2:28][N:27]([CH3:30])[C:26]1=[O:31]. The yield is 0.260. (4) The yield is 0.384. The reactants are [Cl:1][C:2]1[S:6][C:5]([S:7](Cl)(=[O:9])=[O:8])=[CH:4][CH:3]=1.[NH2:11][C@@H:12]([CH:15]1[CH2:23][C:22]2[C:17](=[CH:18][CH:19]=[CH:20][CH:21]=2)[CH2:16]1)[CH2:13][OH:14].C(N(CC)CC)C.CCOC(C)=O.CCCCCC. The product is [Cl:1][C:2]1[S:6][C:5]([S:7]([NH:11][C@@H:12]([CH:15]2[CH2:23][C:22]3[C:17](=[CH:18][CH:19]=[CH:20][CH:21]=3)[CH2:16]2)[CH2:13][OH:14])(=[O:9])=[O:8])=[CH:4][CH:3]=1. The catalyst is C(Cl)Cl. (5) The reactants are [CH3:1][O:2][C:3]1[CH:8]=[CH:7][C:6]([CH2:9][C:10]([NH:12]/[N:13]=[C:14]2\[NH:15][C:16](=[O:28])[C:17]3[NH:18][CH:19]=[N:20][C:21]=3[N:22]\2[CH2:23][CH2:24][CH2:25][CH2:26][CH3:27])=O)=[CH:5][CH:4]=1. The catalyst is C1(C)C=CC=CC=1. The product is [CH3:1][O:2][C:3]1[CH:8]=[CH:7][C:6]([CH2:9][C:10]2[N:15]3[C:16](=[O:28])[C:17]4[NH:18][CH:19]=[N:20][C:21]=4[N:22]([CH2:23][CH2:24][CH2:25][CH2:26][CH3:27])[C:14]3=[N:13][N:12]=2)=[CH:5][CH:4]=1. The yield is 0.920. (6) The reactants are CO[C:3](=[O:14])[CH:4](Br)[C:5]1[CH:10]=[CH:9][C:8]([Cl:11])=[C:7]([Cl:12])[CH:6]=1.Cl[C:16]1[CH:21]=C[C:19]([SH:22])=[CH:18][CH:17]=1.[NH2:23][C:24]1[CH:29]=[CH:28][CH:27]=[CH:26][N:25]=1.C1C[O:33]CC1. No catalyst specified. The product is [Cl:12][C:7]1[CH:6]=[C:5]([CH:4]([S:22][CH2:19][C:18]2[O:33][CH:21]=[CH:16][CH:17]=2)[C:3]([NH:23][C:24]2[CH:29]=[CH:28][CH:27]=[CH:26][N:25]=2)=[O:14])[CH:10]=[CH:9][C:8]=1[Cl:11]. The yield is 0.800. (7) The reactants are C(OC([N:11]1[CH2:16][CH2:15][N:14]([C:17]2[CH:40]=[CH:39][C:20]3[C:21]4[N:25]([CH2:26][CH2:27][O:28][C:19]=3[CH:18]=2)[CH:24]=[C:23]([C:29]2[N:30]([CH2:34][C:35]([F:38])([F:37])[F:36])[N:31]=[CH:32][N:33]=2)[N:22]=4)[C@H:13]([C:41](=[O:43])[NH2:42])[CH2:12]1)=O)C1C=CC=CC=1. The catalyst is [Pd]. The product is [F:37][C:35]([F:36])([F:38])[CH2:34][N:30]1[C:29]([C:23]2[N:22]=[C:21]3[C:20]4[CH:39]=[CH:40][C:17]([N:14]5[CH2:15][CH2:16][NH:11][CH2:12][C@H:13]5[C:41]([NH2:42])=[O:43])=[CH:18][C:19]=4[O:28][CH2:27][CH2:26][N:25]3[CH:24]=2)=[N:33][CH:32]=[N:31]1. The yield is 0.200. (8) The reactants are [CH2:1]([O:8][C:9]1[CH:18]=[C:17]2[C:12]([C:13](O)=[CH:14][CH:15]=[N:16]2)=[CH:11][C:10]=1[O:20][CH3:21])[C:2]1[CH:7]=[CH:6][CH:5]=[CH:4][CH:3]=1.C(=O)([O-])[O-].[Na+].[Na+].C(=O)(O)[O-].[Na+].P(Cl)(Cl)([Cl:35])=O. No catalyst specified. The product is [CH2:1]([O:8][C:9]1[CH:18]=[C:17]2[C:12]([C:13]([Cl:35])=[CH:14][CH:15]=[N:16]2)=[CH:11][C:10]=1[O:20][CH3:21])[C:2]1[CH:7]=[CH:6][CH:5]=[CH:4][CH:3]=1. The yield is 0.950. (9) The reactants are Cl[C:2]1[CH:7]=[C:6]([C:8]2[CH:13]=[CH:12][CH:11]=[C:10]([Cl:14])[CH:9]=2)[N:5]=[C:4]([NH2:15])[N:3]=1.[NH2:16][C:17]1[CH:22]=[CH:21][C:20]([C:23](=[O:25])[CH3:24])=[CH:19][CH:18]=1. No catalyst specified. The product is [NH2:15][C:4]1[N:3]=[C:2]([NH:16][C:17]2[CH:22]=[CH:21][C:20]([C:23](=[O:25])[CH3:24])=[CH:19][CH:18]=2)[CH:7]=[C:6]([C:8]2[CH:13]=[CH:12][CH:11]=[C:10]([Cl:14])[CH:9]=2)[N:5]=1. The yield is 0.450. (10) The reactants are [CH3:1][C:2]1[N:7]=[C:6]2[S:8][C:9]3[CH2:14][CH2:13][CH2:12][CH2:11][C:10]=3[C:5]2=[C:4]([C:15]2[CH:20]=[CH:19][C:18]([CH3:21])=[CH:17][CH:16]=2)[C:3]=1[CH2:22][C:23]([O:25][CH3:26])=[O:24].[Li+].C[Si]([N-][Si](C)(C)C)(C)C.C1COCC1.I[CH2:43][C:44]([CH3:47])([CH3:46])[CH3:45]. The catalyst is CN(C=O)C. The product is [CH3:1][C:2]1[N:7]=[C:6]2[S:8][C:9]3[CH2:14][CH2:13][CH2:12][CH2:11][C:10]=3[C:5]2=[C:4]([C:15]2[CH:16]=[CH:17][C:18]([CH3:21])=[CH:19][CH:20]=2)[C:3]=1[CH:22]([CH2:43][C:44]([CH3:47])([CH3:46])[CH3:45])[C:23]([O:25][CH3:26])=[O:24]. The yield is 0.200.